From a dataset of Cav3 T-type calcium channel HTS with 100,875 compounds. Binary Classification. Given a drug SMILES string, predict its activity (active/inactive) in a high-throughput screening assay against a specified biological target. (1) The molecule is o1c2c(c3CCCc3c1=O)ccc(OCC(C)=C)c2OCC(C)=C. The result is 0 (inactive). (2) The molecule is O=C(NCc1ccncc1)Nc1ccccc1. The result is 0 (inactive). (3) The compound is O=C(NC1CCCCC1)Cn1c2c(cc1)ccc(c2)C#N. The result is 0 (inactive). (4) The drug is s1cc(nc1N)C1CCCCC1. The result is 0 (inactive). (5) The drug is Clc1cc(NCc2n(c(SCC(OC3CCCCC3)=O)nn2)C)ccc1. The result is 1 (active). (6) The compound is S(c1n(c(nn1)C(NC(=O)c1ccc(OC)cc1)CO)CC)CCOc1ccc(OC)cc1. The result is 0 (inactive).